From a dataset of Full USPTO retrosynthesis dataset with 1.9M reactions from patents (1976-2016). Predict the reactants needed to synthesize the given product. (1) Given the product [Cl:1][C:2]1[CH:7]=[C:6]([Cl:8])[CH:5]=[CH:4][C:3]=1[N:9]1[C:10]2=[N:11][C:12]3[CH:23]=[CH:22][CH:21]=[C:20]([N:24]([CH2:27][CH3:28])[CH2:25][CH3:26])[C:13]=3[N:14]2[CH2:15][CH2:16][C:17]1=[O:18], predict the reactants needed to synthesize it. The reactants are: [Cl:1][C:2]1[CH:7]=[C:6]([Cl:8])[CH:5]=[CH:4][C:3]=1[NH:9][C:10]1[N:14]([CH2:15][CH2:16][C:17](O)=[O:18])[C:13]2[C:20]([N:24]([CH2:27][CH3:28])[CH2:25][CH3:26])=[CH:21][CH:22]=[CH:23][C:12]=2[N:11]=1.Cl.C(N=C=NCCCN(C)C)C.C(N(CC)CC)C.CN(C)C=O. (2) The reactants are: [CH:1]([C:4]1[NH:8][N:7]=[C:6]([NH:9][C:10]2[C:11]3[CH2:26][CH2:25][CH2:24][C:12]=3[N:13]=[C:14]([N:16]3[CH2:20][CH2:19][CH2:18][CH:17]3[C:21]([OH:23])=[O:22])[N:15]=2)[CH:5]=1)([CH3:3])[CH3:2].[CH:27]1C=CC2N(O)N=NC=2C=1.O.CN1CCOCC1.CCN=C=NCCCN(C)C.Cl. Given the product [CH:1]([C:4]1[NH:8][N:7]=[C:6]([NH:9][C:10]2[C:11]3[CH2:26][CH2:25][CH2:24][C:12]=3[N:13]=[C:14]([N:16]3[CH2:20][CH2:19][CH2:18][CH:17]3[C:21]([O:23][CH3:27])=[O:22])[N:15]=2)[CH:5]=1)([CH3:3])[CH3:2], predict the reactants needed to synthesize it. (3) Given the product [C:1]1([C:7]2[C:16]([CH2:17][CH2:18][CH2:19][OH:20])=[CH:15][C:14]3[C:9](=[CH:10][CH:11]=[C:12]([C:21]([F:24])([F:22])[F:23])[CH:13]=3)[N:8]=2)[CH:2]=[CH:3][CH:4]=[CH:5][CH:6]=1, predict the reactants needed to synthesize it. The reactants are: [C:1]1([CH:7]2[CH:16]3[CH2:17][CH2:18][CH2:19][O:20][CH:15]3[C:14]3[CH:13]=[C:12]([C:21]([F:24])([F:23])[F:22])[CH:11]=[CH:10][C:9]=3[NH:8]2)[CH:6]=[CH:5][CH:4]=[CH:3][CH:2]=1.[N+]([O-])([O-])=O.[NH4+].[Ce+4].[N+]([O-])([O-])=O.[N+]([O-])([O-])=O.[N+]([O-])([O-])=O.[N+]([O-])([O-])=O.C(OCC)(=O)C. (4) Given the product [I:23][C:20]1[N:21]=[CH:22][C:17]([O:1][CH2:2][CH:3]2[CH2:8][CH2:7][N:6]([C:9]([O:11][C:12]([CH3:15])([CH3:14])[CH3:13])=[O:10])[CH2:5][CH2:4]2)=[N:18][CH:19]=1, predict the reactants needed to synthesize it. The reactants are: [OH:1][CH2:2][CH:3]1[CH2:8][CH2:7][N:6]([C:9]([O:11][C:12]([CH3:15])([CH3:14])[CH3:13])=[O:10])[CH2:5][CH2:4]1.Br[C:17]1[CH:22]=[N:21][C:20]([I:23])=[CH:19][N:18]=1.[H-].[Na+].O. (5) Given the product [Cl:1][C:30]1[CH:31]=[N:32][C:33]([N:15]2[CH2:16][CH2:17][CH:12]([N:9]3[N:8]=[C:7]([CH2:6][O:5][C:4]4[CH:19]=[CH:20][C:21]([N:23]5[CH:27]=[N:26][N:25]=[N:24]5)=[CH:22][C:3]=4[F:2])[CH:11]=[N:10]3)[CH2:13][CH:14]2[CH3:18])=[N:34][CH:29]=1, predict the reactants needed to synthesize it. The reactants are: [ClH:1].[F:2][C:3]1[CH:22]=[C:21]([N:23]2[CH:27]=[N:26][N:25]=[N:24]2)[CH:20]=[CH:19][C:4]=1[O:5][CH2:6][C:7]1[CH:11]=[N:10][N:9]([CH:12]2[CH2:17][CH2:16][NH:15][CH:14]([CH3:18])[CH2:13]2)[N:8]=1.Cl[C:29]1[N:34]=[C:33](I)[N:32]=[CH:31][CH:30]=1.